Dataset: Full USPTO retrosynthesis dataset with 1.9M reactions from patents (1976-2016). Task: Predict the reactants needed to synthesize the given product. (1) The reactants are: [CH2:1]([NH2:3])[CH3:2].[NH2:4][C:5]1[S:6][C:7]2[C:13]([C:14]([OH:16])=O)=[CH:12][C:11]([O:17][CH3:18])=[CH:10][C:8]=2[N:9]=1.C(N(C(C)C)CC)(C)C.CN(C(ON1N=NC2C=CC=NC1=2)=[N+](C)C)C.F[P-](F)(F)(F)(F)F. Given the product [NH2:4][C:5]1[S:6][C:7]2[C:13]([C:14]([NH:3][CH2:1][CH3:2])=[O:16])=[CH:12][C:11]([O:17][CH3:18])=[CH:10][C:8]=2[N:9]=1, predict the reactants needed to synthesize it. (2) The reactants are: [N:1]1[C:10]2[C:5](=[CH:6][CH:7]=[CH:8][CH:9]=2)[CH:4]=[CH:3][C:2]=1[CH2:11][NH2:12].[C:13](OC(OC(C)(C)C)=O)(OC(C)(C)C)=O.[H-].[Na+].IC. Given the product [CH3:13][NH:12][CH2:11][C:2]1[CH:3]=[CH:4][C:5]2[C:10](=[CH:9][CH:8]=[CH:7][CH:6]=2)[N:1]=1, predict the reactants needed to synthesize it. (3) Given the product [CH:12]([C:10]1[N:9]=[C:7]2[N:6]([CH:11]=1)[C:5]1[CH:14]=[CH:15][C:2]([F:1])=[CH:3][C:4]=1[S:8]2)=[O:13], predict the reactants needed to synthesize it. The reactants are: [F:1][C:2]1[CH:15]=[CH:14][C:5]2[N:6]3[CH:11]=[C:10]([CH2:12][OH:13])[N:9]=[C:7]3[S:8][C:4]=2[CH:3]=1. (4) The reactants are: Br[C:2]1[CH:3]=[C:4]2[C:9](=[CH:10][CH:11]=1)[N:8]([C:12]([CH:14]1[CH2:19][CH2:18][CH2:17][CH2:16][CH2:15]1)=[O:13])[CH:7]([CH2:20][N:21]1[CH2:26][CH2:25][N:24]([C:27]3[CH:35]=[CH:34][CH:33]=[C:32]4[C:28]=3[CH:29]=[CH:30][NH:31]4)[CH2:23][CH2:22]1)[CH2:6][CH2:5]2.[C:36]1(OB(O)O)[CH:41]=[CH:40][CH:39]=[CH:38][CH:37]=1.C([O-])([O-])=O.[K+].[K+]. Given the product [CH:14]1([C:12]([N:8]2[C:9]3[C:4](=[CH:3][C:2]([C:36]4[CH:41]=[CH:40][CH:39]=[CH:38][CH:37]=4)=[CH:11][CH:10]=3)[CH2:5][CH2:6][CH:7]2[CH2:20][N:21]2[CH2:26][CH2:25][N:24]([C:27]3[CH:35]=[CH:34][CH:33]=[C:32]4[C:28]=3[CH:29]=[CH:30][NH:31]4)[CH2:23][CH2:22]2)=[O:13])[CH2:15][CH2:16][CH2:17][CH2:18][CH2:19]1, predict the reactants needed to synthesize it. (5) Given the product [F:28][C:25]1[CH:26]=[CH:27][C:20]2=[C:21]([C:24]=1[F:29])[O:22][CH2:23][C:17]1[CH:16]=[C:15]([CH2:14][N:8]3[C:7]4[CH:9]=[CH:10][CH:11]=[CH:12][C:6]=4[N:5]=[C:4]3[CH2:1][CH2:2][CH3:3])[CH:35]=[CH:34][C:18]=1/[C:19]/2=[C:30](/[CH3:33])\[C:31]#[N:32], predict the reactants needed to synthesize it. The reactants are: [CH2:1]([C:4]1[NH:8][C:7]2[CH:9]=[CH:10][CH:11]=[CH:12][C:6]=2[N:5]=1)[CH2:2][CH3:3].Br[CH2:14][C:15]1[CH:35]=[CH:34][C:18]2/[C:19](=[C:30](/[CH3:33])\[C:31]#[N:32])/[C:20]3[CH:27]=[CH:26][C:25]([F:28])=[C:24]([F:29])[C:21]=3[O:22][CH2:23][C:17]=2[CH:16]=1.